Dataset: Forward reaction prediction with 1.9M reactions from USPTO patents (1976-2016). Task: Predict the product of the given reaction. (1) Given the reactants P(N)(=O)([O-])[O-].[NH2:6][C:7]1[N:15]=[C:14]2[C:10]([N:11]=[CH:12][N:13]2[CH:16]2[C@:20]([CH3:22])([OH:21])[CH2:19][C@@H:18]([CH2:23][OH:24])[O:17]2)=[C:9]([O:25][CH3:26])[N:8]=1.C([Mg]Cl)(C)(C)C.Cl[C:34]1[CH:43]=[CH:42][C:41]2[C:36](=[CH:37][CH:38]=[CH:39][CH:40]=2)[C:35]=1[O:44][P:45](=[N:47][C@@H:48]([CH3:60])[C:49]([O:51][C@H:52]([C:54]1[CH:59]=[CH:58][CH:57]=[CH:56][CH:55]=1)[CH3:53])=[O:50])=[O:46], predict the reaction product. The product is: [NH2:6][C:7]1[N:15]=[C:14]2[C:10]([N:11]=[CH:12][N:13]2[CH:16]2[O:17][C@H:18]([CH2:23][O:24][C:34]3[CH:43]=[CH:42][C:41]4[C:36](=[CH:37][CH:38]=[CH:39][CH:40]=4)[C:35]=3[O:44][P:45](=[N:47][C@@H:48]([CH3:60])[C:49]([O:51][C@H:52]([C:54]3[CH:55]=[CH:56][CH:57]=[CH:58][CH:59]=3)[CH3:53])=[O:50])=[O:46])[CH2:19][C@:20]2([OH:21])[CH3:22])=[C:9]([O:25][CH3:26])[N:8]=1. (2) Given the reactants I([O-])(=O)(=O)=[O:2].[Na+].[C:7]1([CH3:36])[CH:12]=[CH:11][C:10]([S:13]([O:16][CH2:17][CH2:18][O:19][CH:20]2[CH2:24][N:23]([C:25]([O:27][C:28]([CH3:31])([CH3:30])[CH3:29])=[O:26])[CH:22]([C:32]([O:34][CH3:35])=[O:33])[CH2:21]2)(=[O:15])=[O:14])=[CH:9][CH:8]=1, predict the reaction product. The product is: [O:2]=[C:24]1[N:23]([C:25]([O:27][C:28]([CH3:30])([CH3:31])[CH3:29])=[O:26])[CH:22]([C:32]([O:34][CH3:35])=[O:33])[CH2:21][CH:20]1[O:19][CH2:18][CH2:17][O:16][S:13]([C:10]1[CH:11]=[CH:12][C:7]([CH3:36])=[CH:8][CH:9]=1)(=[O:14])=[O:15]. (3) Given the reactants N12CC(CC1)CC2.O1[CH:12]=[CH:11][C:10]([CH:13]=[CH:14][C:15]23[NH:21][CH:18]([CH2:19][CH2:20]2)[CH2:17][CH2:16]3)=N1.CN1C2CC(CC1CC2)=O.[H-].C([Al+]CC(C)C)C(C)C.[O:42]1C(CP(=O)(OCC)OCC)=CC=[N:43]1, predict the reaction product. The product is: [O:42]1[C:10]([CH:13]=[CH:14][C:15]23[NH:21][CH:18]([CH2:17][CH2:16]2)[CH2:19][CH2:20]3)=[CH:11][CH:12]=[N:43]1. (4) Given the reactants [Cl:1][C:2]1[C:7]([Cl:8])=[CH:6][CH:5]=[CH:4][C:3]=1[C:9]1[CH:14]=[CH:13][C:12]([C:15](O)=[O:16])=[C:11]([CH2:18][N:19]2[C:23](=[O:24])[N:22]([CH2:25][C@H:26]([OH:31])[C:27]([F:30])([F:29])[F:28])[C:21]([C:32]3[CH:37]=[CH:36][C:35]([Cl:38])=[CH:34][CH:33]=3)=[N:20]2)[CH:10]=1.C1C=CC2N(O)N=[N:45]C=2C=1.C(Cl)CCl.N, predict the reaction product. The product is: [Cl:1][C:2]1[C:7]([Cl:8])=[CH:6][CH:5]=[CH:4][C:3]=1[C:9]1[CH:14]=[CH:13][C:12]([C:15]([NH2:45])=[O:16])=[C:11]([CH2:18][N:19]2[C:23](=[O:24])[N:22]([CH2:25][C@H:26]([OH:31])[C:27]([F:30])([F:29])[F:28])[C:21]([C:32]3[CH:37]=[CH:36][C:35]([Cl:38])=[CH:34][CH:33]=3)=[N:20]2)[CH:10]=1.